This data is from Full USPTO retrosynthesis dataset with 1.9M reactions from patents (1976-2016). The task is: Predict the reactants needed to synthesize the given product. Given the product [Br:20][C:17]1[CH:18]=[CH:19][C:14]([C:12]2[N:9]=[C:5]3[CH:4]=[C:3]([NH:2][CH3:1])[CH:8]=[CH:7][N:6]3[CH:11]=2)=[CH:15][CH:16]=1, predict the reactants needed to synthesize it. The reactants are: [CH3:1][NH:2][C:3]1[CH:8]=[CH:7][N:6]=[C:5]([NH2:9])[CH:4]=1.Br[CH2:11][C:12]([C:14]1[CH:19]=[CH:18][C:17]([Br:20])=[CH:16][CH:15]=1)=O.